From a dataset of Forward reaction prediction with 1.9M reactions from USPTO patents (1976-2016). Predict the product of the given reaction. Given the reactants COC(=O)CO[C:6]1[CH:14]=[CH:13][CH:12]=[C:11]2[C:7]=1[CH:8]=[CH:9][N:10]2[CH2:15][C:16]1[S:20][C:19]([C:21]2[CH:26]=[CH:25][C:24]([C:27]([F:30])([F:29])[F:28])=[CH:23][CH:22]=2)=[N:18][C:17]=1[CH3:31].[CH3:33][O:34][C:35](=[O:47])[CH2:36][O:37]C1C=C2C(=CC=1)NC=C2, predict the reaction product. The product is: [CH3:33][O:34][C:35](=[O:47])[CH2:36][O:37][C:14]1[CH:6]=[C:7]2[C:11](=[CH:12][CH:13]=1)[N:10]([CH2:15][C:16]1[S:20][C:19]([C:21]3[CH:26]=[CH:25][C:24]([C:27]([F:29])([F:28])[F:30])=[CH:23][CH:22]=3)=[N:18][C:17]=1[CH3:31])[CH:9]=[CH:8]2.